The task is: Predict which catalyst facilitates the given reaction.. This data is from Catalyst prediction with 721,799 reactions and 888 catalyst types from USPTO. (1) Reactant: [H-].[Na+].[ClH:3].[N:4]12[CH2:11][CH2:10][CH:7]([CH2:8][CH2:9]1)[C@@H:6]([NH:12][C:13]([C:15]1[O:16][C:17]3[C:23]([C:24]4[CH:29]=[CH:28][CH:27]=[CH:26][C:25]=4[O:30][CH3:31])=[CH:22][CH:21]=[CH:20][C:18]=3[CH:19]=1)=[O:14])[CH2:5]2.I[CH3:33].O. Product: [Cl-:3].[CH3:31][O:30][C:25]1[CH:26]=[CH:27][CH:28]=[CH:29][C:24]=1[C:23]1[C:17]2[O:16][C:15]([C:13]([NH:12][C@@H:6]3[CH:7]4[CH2:8][CH2:9][N+:4]([CH3:33])([CH2:11][CH2:10]4)[CH2:5]3)=[O:14])=[CH:19][C:18]=2[CH:20]=[CH:21][CH:22]=1. The catalyst class is: 3. (2) Reactant: [C:1]([C:4]1[CH:5]=[C:6]([NH:13][C:14]2[NH:15][CH2:16][CH2:17][N:18]=2)[CH:7]=[C:8]2[C:12]=1[NH:11][CH:10]=[CH:9]2)([CH3:3])=[CH2:2]. Product: [CH:1]([C:4]1[CH:5]=[C:6]([NH:13][C:14]2[NH:15][CH2:16][CH2:17][N:18]=2)[CH:7]=[C:8]2[C:12]=1[NH:11][CH:10]=[CH:9]2)([CH3:3])[CH3:2]. The catalyst class is: 19. (3) Reactant: [CH3:1][O:2][CH2:3][N:4]1[C:12]2[C:7](=[CH:8][CH:9]=[CH:10][C:11]=2[NH:13][S:14]([C:17]2[CH:22]=[CH:21][CH:20]=[CH:19][N:18]=2)(=[O:16])=[O:15])[CH:6]=[C:5]1[C:23]([O:25]CC)=[O:24].[OH-].[K+].C(O)(=O)CC(CC(O)=O)(C(O)=O)O. Product: [CH3:1][O:2][CH2:3][N:4]1[C:12]2[C:7](=[CH:8][CH:9]=[CH:10][C:11]=2[NH:13][S:14]([C:17]2[CH:22]=[CH:21][CH:20]=[CH:19][N:18]=2)(=[O:16])=[O:15])[CH:6]=[C:5]1[C:23]([OH:25])=[O:24]. The catalyst class is: 83. (4) Reactant: COC[O:4][C:5]1[CH:10]=[CH:9][CH:8]=[CH:7][C:6]=1[CH2:11][CH2:12][CH2:13][CH2:14][N:15]1[CH2:19][CH2:18][CH:17]([S:20]([C:23]2[CH:28]=[CH:27][C:26]([OH:29])=[CH:25][CH:24]=2)(=[O:22])=[O:21])[CH2:16]1.Cl.CCOCC. Product: [OH:4][C:5]1[CH:10]=[CH:9][CH:8]=[CH:7][C:6]=1[CH2:11][CH2:12][CH2:13][CH2:14][N:15]1[CH2:19][CH2:18][CH:17]([S:20]([C:23]2[CH:28]=[CH:27][C:26]([OH:29])=[CH:25][CH:24]=2)(=[O:22])=[O:21])[CH2:16]1. The catalyst class is: 41. (5) Reactant: C[N:2](C(ON1N=NC2C=CC=NC1=2)=[N+](C)C)C.F[P-](F)(F)(F)(F)F.[NH2:25][C:26]1[CH:34]=[CH:33][C:29]([C:30]([OH:32])=O)=[CH:28][C:27]=1[N+:35]([O-:37])=[O:36].C(N(CC)CC)C.N[C:46]1[CH:47]=[C:48]([CH3:55])[C:49](C)([CH3:53])[NH:50][C:51]=1C. Product: [NH2:25][C:26]1[CH:34]=[CH:33][C:29]([C:30]([NH:2][C:51]2[CH:46]=[CH:47][C:48]([CH3:55])=[C:49]([CH3:53])[N:50]=2)=[O:32])=[CH:28][C:27]=1[N+:35]([O-:37])=[O:36]. The catalyst class is: 3. (6) Reactant: C1(P(C2C=CC=CC=2)C2C=CC=CC=2)C=CC=CC=1.CCOC(/N=N/C(OCC)=O)=O.[F:32][C:33]1[CH:38]=[CH:37][C:36]([OH:39])=[CH:35][CH:34]=1.[C:40]([N:47]1[CH2:52][CH2:51][CH:50](O)[CH2:49][CH2:48]1)([O:42][C:43]([CH3:46])([CH3:45])[CH3:44])=[O:41]. Product: [C:43]([O:42][C:40]([N:47]1[CH2:52][CH2:51][CH:50]([O:39][C:36]2[CH:37]=[CH:38][C:33]([F:32])=[CH:34][CH:35]=2)[CH2:49][CH2:48]1)=[O:41])([CH3:46])([CH3:44])[CH3:45]. The catalyst class is: 30. (7) Product: [NH:1]1[C:5]2([CH2:6][CH2:7][C:8](=[O:9])[CH2:13][CH2:14]2)[C:4](=[O:15])[NH:3][C:2]1=[O:16]. Reactant: [NH:1]1[C:5]2([CH2:14][CH2:13][C:8]3(OCC[O:9]3)[CH2:7][CH2:6]2)[C:4](=[O:15])[NH:3][C:2]1=[O:16].Cl. The catalyst class is: 14.